From a dataset of Full USPTO retrosynthesis dataset with 1.9M reactions from patents (1976-2016). Predict the reactants needed to synthesize the given product. Given the product [Cl:32][C:3]1[C:4](=[O:31])[N:5]([CH2:27][CH:28]([CH3:29])[CH3:30])[C:6]2[C:11]([C:2]=1[N:1]=[CH:35][N:36]([CH3:38])[CH3:37])=[CH:10][C:9]([C:12]1[CH:13]=[CH:14][C:15]([Cl:18])=[CH:16][CH:17]=1)=[C:8]([C:19]1[CH:24]=[CH:23][C:22]([Cl:25])=[CH:21][C:20]=1[Cl:26])[N:7]=2, predict the reactants needed to synthesize it. The reactants are: [NH2:1][C:2]1[C:11]2[C:6](=[N:7][C:8]([C:19]3[CH:24]=[CH:23][C:22]([Cl:25])=[CH:21][C:20]=3[Cl:26])=[C:9]([C:12]3[CH:17]=[CH:16][C:15]([Cl:18])=[CH:14][CH:13]=3)[CH:10]=2)[N:5]([CH2:27][CH:28]([CH3:30])[CH3:29])[C:4](=[O:31])[C:3]=1[Cl:32].CO[CH:35](OC)[N:36]([CH3:38])[CH3:37].